Dataset: Catalyst prediction with 721,799 reactions and 888 catalyst types from USPTO. Task: Predict which catalyst facilitates the given reaction. (1) Reactant: Cl[C:2]1[C:7]([N:8]=[C:9]=[S:10])=[CH:6][CH:5]=[CH:4][N:3]=1.[Br:11][C:12]1[C:13]([NH2:18])=[N:14][CH:15]=[CH:16][CH:17]=1. Product: [Br:11][C:12]1[C:13]([NH:18][C:9]2[S:10][C:2]3[C:7]([N:8]=2)=[CH:6][CH:5]=[CH:4][N:3]=3)=[N:14][CH:15]=[CH:16][CH:17]=1. The catalyst class is: 3. (2) Reactant: [NH2:1][CH2:2][CH2:3][O:4][CH:5]([C:35]1[CH:40]=[CH:39][CH:38]=[C:37]([Cl:41])[CH:36]=1)[C:6]1[CH:7]=[C:8]([CH:32]=[CH:33][CH:34]=1)[C:9]([NH:11][C@@H:12]([CH2:25][CH:26]1[CH2:31][CH2:30][CH2:29][CH2:28][CH2:27]1)[CH2:13][N:14]([CH3:24])[C:15](=[O:23])[O:16][CH2:17][CH2:18][Si:19]([CH3:22])([CH3:21])[CH3:20])=[O:10].C(N(CC)CC)C.Cl[C:50]([O:52][CH3:53])=[O:51]. Product: [CH3:53][O:52][C:50]([NH:1][CH2:2][CH2:3][O:4][CH:5]([C:35]1[CH:40]=[CH:39][CH:38]=[C:37]([Cl:41])[CH:36]=1)[C:6]1[CH:7]=[C:8]([CH:32]=[CH:33][CH:34]=1)[C:9]([NH:11][C@@H:12]([CH2:25][CH:26]1[CH2:27][CH2:28][CH2:29][CH2:30][CH2:31]1)[CH2:13][N:14]([CH3:24])[C:15](=[O:23])[O:16][CH2:17][CH2:18][Si:19]([CH3:22])([CH3:21])[CH3:20])=[O:10])=[O:51]. The catalyst class is: 143.